Dataset: Full USPTO retrosynthesis dataset with 1.9M reactions from patents (1976-2016). Task: Predict the reactants needed to synthesize the given product. (1) Given the product [Br:16][C:6]1[C:7]([C:10]2[CH:15]=[CH:14][CH:13]=[CH:12][CH:11]=2)=[N:8][NH:9][C:5]=1[CH2:4][CH2:3][S:2][CH3:1], predict the reactants needed to synthesize it. The reactants are: [CH3:1][S:2][CH2:3][CH2:4][C:5]1[NH:9][N:8]=[C:7]([C:10]2[CH:15]=[CH:14][CH:13]=[CH:12][CH:11]=2)[CH:6]=1.[Br:16]N1C(=O)CCC1=O. (2) Given the product [CH3:1][O:2][NH:3][C:4]([C:6]1[C:7](=[O:28])[C:8]2[CH:13]=[N:12][C:11]([NH:42][C:39]3[CH:40]=[CH:41][C:36]([CH:33]4[CH2:32][CH2:31][N:30]([CH3:29])[CH2:35][CH2:34]4)=[CH:37][CH:38]=3)=[N:10][C:9]=2[N:18]([C:20]2[CH:25]=[CH:24][C:23]([CH2:26][CH3:27])=[CH:22][CH:21]=2)[CH:19]=1)=[O:5], predict the reactants needed to synthesize it. The reactants are: [CH3:1][O:2][NH:3][C:4]([C:6]1[C:7](=[O:28])[C:8]2[CH:13]=[N:12][C:11](S(C)(=O)=O)=[N:10][C:9]=2[N:18]([C:20]2[CH:25]=[CH:24][C:23]([CH2:26][CH3:27])=[CH:22][CH:21]=2)[CH:19]=1)=[O:5].[CH3:29][N:30]1[CH2:35][CH2:34][CH:33]([C:36]2[CH:41]=[CH:40][C:39]([NH2:42])=[CH:38][CH:37]=2)[CH2:32][CH2:31]1. (3) The reactants are: [O:1]1[C:5]2([CH2:10][CH2:9][C:8]([C:11]3[N:38](COCC[Si](C)(C)C)[C:14]4[N:15]=[CH:16][N:17]=[C:18]([C:19]5[CH:20]=[CH:21][C:22]([O:27][CH:28]6[CH2:33][CH2:32][N:31]([C:34](=[O:37])[CH2:35][OH:36])[CH2:30][CH2:29]6)=[C:23]([CH:26]=5)[C:24]#[N:25])[C:13]=4[CH:12]=3)=[CH:7][CH2:6]2)[O:4][CH2:3][CH2:2]1.C1COCC1. Given the product [O:4]1[C:5]2([CH2:10][CH2:9][C:8]([C:11]3[NH:38][C:14]4[N:15]=[CH:16][N:17]=[C:18]([C:19]5[CH:20]=[CH:21][C:22]([O:27][CH:28]6[CH2:33][CH2:32][N:31]([C:34](=[O:37])[CH2:35][OH:36])[CH2:30][CH2:29]6)=[C:23]([CH:26]=5)[C:24]#[N:25])[C:13]=4[CH:12]=3)=[CH:7][CH2:6]2)[O:1][CH2:2][CH2:3]1, predict the reactants needed to synthesize it. (4) Given the product [CH3:13][O:14][C:15]([C:17]1([N:20]2[C:2]3[N:3]=[CH:4][N:5]=[C:6]([Cl:11])[C:7]=3[CH:8]=[CH:9]2)[CH2:19][CH2:18]1)=[O:16], predict the reactants needed to synthesize it. The reactants are: Cl[C:2]1[C:7]([CH2:8][CH:9]=O)=[C:6]([Cl:11])[N:5]=[CH:4][N:3]=1.Cl.[CH3:13][O:14][C:15]([C:17]1([NH2:20])[CH2:19][CH2:18]1)=[O:16].C(N(CC)CC)C.C(O)(=O)C. (5) Given the product [CH3:41][S:42]([OH:45])(=[O:44])=[O:43].[CH3:41][S:42]([OH:45])(=[O:44])=[O:43].[NH2:10][C@H:11]1[C:25](=[O:26])[N:24]([CH2:27][C:28]([F:29])([F:31])[F:30])[CH2:23][C:14]2[C:15]3[CH:16]=[N:17][NH:18][C:19]=3[C:20]([Cl:22])=[CH:21][C:13]=2[CH2:12]1, predict the reactants needed to synthesize it. The reactants are: C(OC(=O)[NH:10][C@H:11]1[C:25](=[O:26])[N:24]([CH2:27][C:28]([F:31])([F:30])[F:29])[CH2:23][C:14]2[C:15]3[CH:16]=[N:17][NH:18][C:19]=3[C:20]([Cl:22])=[CH:21][C:13]=2[CH2:12]1)C1C=CC=CC=1.C1(OC)C=CC=CC=1.[CH3:41][S:42]([OH:45])(=[O:44])=[O:43].CCOCC. (6) Given the product [CH3:12][C:9]1([C:6]2[N:7]=[CH:8][C:3]([OH:2])=[CH:4][CH:5]=2)[CH2:11][CH2:10]1, predict the reactants needed to synthesize it. The reactants are: C[O:2][C:3]1[CH:4]=[CH:5][C:6]([C:9]2([CH3:12])[CH2:11][CH2:10]2)=[N:7][CH:8]=1.C([S-])C.[Na+]. (7) Given the product [N:13]1([CH2:2][C:3]([NH:5][C:6]2[CH:11]=[CH:10][C:9]([Br:12])=[CH:8][CH:7]=2)=[O:4])[C:17]2[CH:18]=[CH:19][CH:20]=[CH:21][C:16]=2[N:15]=[CH:14]1, predict the reactants needed to synthesize it. The reactants are: Br[CH2:2][C:3]([NH:5][C:6]1[CH:11]=[CH:10][C:9]([Br:12])=[CH:8][CH:7]=1)=[O:4].[N:13]1[C:17]2[CH:18]=[CH:19][CH:20]=[CH:21][C:16]=2[NH:15][CH:14]=1.C([O-])([O-])=O.[K+].[K+].